Dataset: Reaction yield outcomes from USPTO patents with 853,638 reactions. Task: Predict the reaction yield, written as a fraction of the theoretical maximum amount of product (1.0 means a 100% yield; for example, 0.34 means a 34% yield). The reactants are [Cl:1][C:2]1[CH:10]=[CH:9][CH:8]=[C:7]([Cl:11])[C:3]=1[CH:4]=[N:5][OH:6].ClN1C(=O)CCC1=O.[CH:20]1([C:25](=O)[CH2:26][C:27]([O:29][CH2:30][CH3:31])=[O:28])[CH2:24][CH2:23][CH2:22][CH2:21]1.[O-]CC.[Na+].C(O)C. The catalyst is CN(C)C=O.O1CCCC1.O. The product is [CH:20]1([C:25]2[O:6][N:5]=[C:4]([C:3]3[C:2]([Cl:1])=[CH:10][CH:9]=[CH:8][C:7]=3[Cl:11])[C:26]=2[C:27]([O:29][CH2:30][CH3:31])=[O:28])[CH2:24][CH2:23][CH2:22][CH2:21]1. The yield is 0.430.